Dataset: Forward reaction prediction with 1.9M reactions from USPTO patents (1976-2016). Task: Predict the product of the given reaction. (1) Given the reactants I[C:2]1[C:10]2[CH2:9][C:8]([CH3:12])([CH3:11])[CH2:7][CH2:6][C:5]=2[N:4]([CH3:13])[N:3]=1.C([Mg]Cl)(C)C.[CH2:19]([Sn:23]([CH2:29][CH2:30][CH2:31][CH3:32])([CH2:25][CH2:26][CH2:27][CH3:28])Cl)[CH2:20][CH2:21][CH3:22], predict the reaction product. The product is: [CH3:13][N:4]1[C:5]2[CH2:6][CH2:7][C:8]([CH3:12])([CH3:11])[CH2:9][C:10]=2[C:2]([Sn:23]([CH2:25][CH2:26][CH2:27][CH3:28])([CH2:29][CH2:30][CH2:31][CH3:32])[CH2:19][CH2:20][CH2:21][CH3:22])=[N:3]1. (2) The product is: [CH:29]1([NH:35][C:3]([C:4]2[CH:10]=[C:11]([C:13]3[CH:18]=[C:17]([Cl:19])[C:16]([CH3:20])=[CH:15][C:14]=3[O:21][CH3:22])[N:28]([CH2:27][CH2:26][CH:23]3[CH2:25][CH2:24]3)[C:5]=2[CH3:6])=[O:2])[CH2:34][CH2:33][CH2:32][CH2:31][CH2:30]1. Given the reactants C[O:2][C:3](=O)[CH2:4][C:5](=O)[CH3:6].Br[CH2:10][C:11]([C:13]1[CH:18]=[C:17]([Cl:19])[C:16]([CH3:20])=[CH:15][C:14]=1[O:21][CH3:22])=O.[CH:23]1([CH2:26][CH2:27][NH2:28])[CH2:25][CH2:24]1.[CH:29]1([NH2:35])[CH2:34][CH2:33][CH2:32][CH2:31][CH2:30]1, predict the reaction product. (3) Given the reactants [Cl:1][C:2]1[CH:3]=[N:4][C:5]([N:8]2[CH2:13][CH2:12][CH:11]([C@H:14]3[CH2:16][C@H:15]3[CH2:17][CH2:18][OH:19])[CH2:10][CH2:9]2)=[N:6][CH:7]=1.[N:20]1([C:24](=[O:34])[CH2:25][C:26]2[CH:31]=[CH:30][C:29](O)=[CH:28][C:27]=2[CH3:33])[CH2:23][CH2:22][CH2:21]1.C1(P(C2C=CC=CC=2)C2C=CC=CC=2)C=CC=CC=1.CC(OC(/N=N/C(OC(C)C)=O)=O)C, predict the reaction product. The product is: [N:20]1([C:24](=[O:34])[CH2:25][C:26]2[CH:31]=[CH:30][C:29]([O:19][CH2:18][CH2:17][C@@H:15]3[CH2:16][C@@H:14]3[CH:11]3[CH2:12][CH2:13][N:8]([C:5]4[N:6]=[CH:7][C:2]([Cl:1])=[CH:3][N:4]=4)[CH2:9][CH2:10]3)=[CH:28][C:27]=2[CH3:33])[CH2:23][CH2:22][CH2:21]1. (4) Given the reactants C([O:5][C:6](=[O:17])[CH:7]([C:10]1[CH:15]=[CH:14][C:13]([F:16])=[CH:12][CH:11]=1)[CH2:8][NH2:9])(C)(C)C.C(O)(C(F)(F)F)=O.C(Cl)[Cl:26], predict the reaction product. The product is: [ClH:26].[NH2:9][CH2:8][CH:7]([C:10]1[CH:11]=[CH:12][C:13]([F:16])=[CH:14][CH:15]=1)[C:6]([OH:17])=[O:5].